This data is from Catalyst prediction with 721,799 reactions and 888 catalyst types from USPTO. The task is: Predict which catalyst facilitates the given reaction. Reactant: [NH2:1][C:2]1[N:3]=[C:4]([CH3:13])[CH:5]=[C:6]([CH:12]=1)[C:7]([O:9][CH2:10][CH3:11])=[O:8].[I:14]N1C(=O)CCC1=O. Product: [NH2:1][C:2]1[N:3]=[C:4]([CH3:13])[C:5]([I:14])=[C:6]([CH:12]=1)[C:7]([O:9][CH2:10][CH3:11])=[O:8]. The catalyst class is: 3.